Dataset: Forward reaction prediction with 1.9M reactions from USPTO patents (1976-2016). Task: Predict the product of the given reaction. (1) The product is: [CH2:16]([N:15]1[C:5]2[C:4]3[CH:3]=[C:2]([CH:20]=[CH2:21])[CH:11]=[CH:10][C:9]=3[N:8]=[C:7]([NH2:12])[C:6]=2[N:13]=[CH:14]1)[CH:17]([CH3:19])[CH3:18]. Given the reactants Br[C:2]1[CH:11]=[CH:10][C:9]2[N:8]=[C:7]([NH2:12])[C:6]3[N:13]=[CH:14][N:15]([CH2:16][CH:17]([CH3:19])[CH3:18])[C:5]=3[C:4]=2[CH:3]=1.[CH2:20](N(CC)CC)[CH3:21].C([B-](F)(F)F)=C.[K+], predict the reaction product. (2) The product is: [O:63]=[C:61]1[CH2:62][N:58]([C:22]([C:11]2[CH:12]=[C:13]([C:14]3[CH:15]=[C:16]([C:20]#[N:21])[CH:17]=[CH:18][CH:19]=3)[N:9]([C:5]3[CH:4]=[C:3]([C:1]#[N:2])[CH:8]=[CH:7][CH:6]=3)[N:10]=2)=[O:24])[CH2:59][NH:60]1. Given the reactants [C:1]([C:3]1[CH:4]=[C:5]([N:9]2[C:13]([C:14]3[CH:19]=[CH:18][CH:17]=[C:16]([C:20]#[N:21])[CH:15]=3)=[CH:12][C:11]([C:22]([OH:24])=O)=[N:10]2)[CH:6]=[CH:7][CH:8]=1)#[N:2].C(N(CC)C(C)C)(C)C.ClC1C=C(N2C(C3C=CC=C(OCCO)C=3)=CC(C([N:58]3[CH2:62][C:61](=[O:63])[NH:60][CH2:59]3)=O)=N2)C=CC=1, predict the reaction product. (3) Given the reactants [CH2:1]([NH:3][CH2:4][CH2:5][OH:6])[CH3:2].[Cl:7][C:8]1[CH:9]=[C:10]([CH:40]=[CH:41][CH:42]=1)[C:11]([NH:13][C:14]1[CH:19]=[CH:18][C:17]([NH:20][C:21]2[C:30]3[C:25](=[CH:26][C:27]([O:33][CH2:34][CH2:35][CH2:36][CH2:37][CH2:38]Cl)=[C:28]([O:31][CH3:32])[CH:29]=3)[N:24]=[CH:23][N:22]=2)=[CH:16][N:15]=1)=[O:12], predict the reaction product. The product is: [Cl:7][C:8]1[CH:9]=[C:10]([CH:40]=[CH:41][CH:42]=1)[C:11]([NH:13][C:14]1[CH:19]=[CH:18][C:17]([NH:20][C:21]2[C:30]3[C:25](=[CH:26][C:27]([O:33][CH2:34][CH2:35][CH2:36][CH2:37][CH2:38][N:3]([CH2:1][CH3:2])[CH2:4][CH2:5][OH:6])=[C:28]([O:31][CH3:32])[CH:29]=3)[N:24]=[CH:23][N:22]=2)=[CH:16][N:15]=1)=[O:12].